This data is from NCI-60 drug combinations with 297,098 pairs across 59 cell lines. The task is: Regression. Given two drug SMILES strings and cell line genomic features, predict the synergy score measuring deviation from expected non-interaction effect. Drug 1: CN(C)N=NC1=C(NC=N1)C(=O)N. Drug 2: C1CNP(=O)(OC1)N(CCCl)CCCl. Cell line: SF-268. Synergy scores: CSS=-11.3, Synergy_ZIP=2.66, Synergy_Bliss=-2.92, Synergy_Loewe=-8.90, Synergy_HSA=-8.45.